Dataset: Full USPTO retrosynthesis dataset with 1.9M reactions from patents (1976-2016). Task: Predict the reactants needed to synthesize the given product. (1) Given the product [Br:8][C:19]1[C:18]2[C:22](=[CH:23][C:15]([O:14][Si:13]([C:10]([CH3:9])([CH3:11])[CH3:12])([CH3:28])[CH3:29])=[CH:16][CH:17]=2)[NH:21][C:20]=1[C:24]([O:26][CH3:27])=[O:25], predict the reactants needed to synthesize it. The reactants are: C1C(=O)N([Br:8])C(=O)C1.[CH3:9][C:10]([Si:13]([CH3:29])([CH3:28])[O:14][C:15]1[CH:23]=[C:22]2[C:18]([CH:19]=[C:20]([C:24]([O:26][CH3:27])=[O:25])[NH:21]2)=[CH:17][CH:16]=1)([CH3:12])[CH3:11]. (2) Given the product [F:32][C:2]([F:1])([F:31])[C:3]1([CH2:7][N:8]2[CH2:13][CH2:12][CH:11]([CH2:14][O:15][C:16]3[CH:17]=[CH:18][C:19]([C:22]4[CH:23]=[CH:24][C:25]([C:28](=[O:30])[CH3:29])=[CH:26][CH:27]=4)=[N:20][CH:21]=3)[CH2:10][CH2:9]2)[CH2:6][CH2:5][CH2:4]1, predict the reactants needed to synthesize it. The reactants are: [F:1][C:2]([F:32])([F:31])[C:3]1([CH2:7][N:8]2[CH2:13][CH2:12][CH:11]([CH2:14][O:15][C:16]3[CH:17]=[CH:18][C:19]([C:22]4[CH:27]=[CH:26][C:25]([CH:28]([OH:30])[CH3:29])=[CH:24][CH:23]=4)=[N:20][CH:21]=3)[CH2:10][CH2:9]2)[CH2:6][CH2:5][CH2:4]1.C([O-])(O)=O.[Na+]. (3) Given the product [I:5][C:6]1[CH:11]=[C:10]([Si:12]([CH3:14])([CH3:13])[CH3:15])[N:9]=[C:8]([O:16][CH3:17])[C:7]=1[CH2:18][O:19][CH2:1][O:2][CH3:3], predict the reactants needed to synthesize it. The reactants are: [CH2:1](Cl)[O:2][CH3:3].[I:5][C:6]1[CH:11]=[C:10]([Si:12]([CH3:15])([CH3:14])[CH3:13])[N:9]=[C:8]([O:16][CH3:17])[C:7]=1[CH2:18][OH:19].C(N(C(C)C)C(C)C)C. (4) Given the product [Cl:30][C:31]1[CH:32]=[C:33]([C:39]([NH:41][C@@H:42]2[CH2:46][CH2:45][N:44]([CH3:47])[C:43]2=[O:48])=[O:40])[CH:34]=[N:35][C:36]=1[NH:37][NH:38][C:6]([NH:29][CH:28]1[C:23]2[CH:24]=[N:25][CH:26]=[CH:27][C:22]=2[CH2:21][CH2:20][C:19]2[C:14]([F:13])=[CH:15][CH:16]=[CH:17][C:18]1=2)=[O:7], predict the reactants needed to synthesize it. The reactants are: C1N=CN([C:6](N2C=NC=C2)=[O:7])C=1.[F:13][C:14]1[C:19]2[CH2:20][CH2:21][C:22]3[CH:27]=[CH:26][N:25]=[CH:24][C:23]=3[CH:28]([NH2:29])[C:18]=2[CH:17]=[CH:16][CH:15]=1.[Cl:30][C:31]1[CH:32]=[C:33]([C:39]([NH:41][C@@H:42]2[CH2:46][CH2:45][N:44]([CH3:47])[C:43]2=[O:48])=[O:40])[CH:34]=[N:35][C:36]=1[NH:37][NH2:38]. (5) Given the product [Cl:27][C:23]1[C:24]([CH3:26])=[CH:25][C:20]([O:19][CH2:18][CH2:17][CH2:16][C:7]2[C:6]3[C:10](=[C:2]([C:49]4[CH:50]=[CH:51][CH:52]=[CH:53][C:48]=4[CH3:57])[CH:3]=[CH:4][CH:5]=3)[NH:9][C:8]=2[C:11]([OH:13])=[O:12])=[CH:21][C:22]=1[CH3:28], predict the reactants needed to synthesize it. The reactants are: Br[C:2]1[CH:3]=[CH:4][CH:5]=[C:6]2[C:10]=1[NH:9][C:8]([C:11]([O:13]CC)=[O:12])=[C:7]2[CH2:16][CH2:17][CH2:18][O:19][C:20]1[CH:25]=[C:24]([CH3:26])[C:23]([Cl:27])=[C:22]([CH3:28])[CH:21]=1.C1C=CC(P(C2C=CC=CC=2)C2C=CC=CC=2)=CC=1.[C:48]1([CH3:57])[CH:53]=[CH:52][CH:51]=[CH:50][C:49]=1B(O)O.COCCOC.CCO.O. (6) Given the product [Br:1][C:2]1[C:13]([CH3:14])=[N:12][C:5]2=[N:6][C:7]([N:16]3[CH2:19][CH:18]([N:20]([CH3:28])[C:21](=[O:27])[O:22][C:23]([CH3:24])([CH3:25])[CH3:26])[CH2:17]3)=[C:8]([Cl:10])[N:9]=[C:4]2[CH:3]=1, predict the reactants needed to synthesize it. The reactants are: [Br:1][C:2]1[C:13]([CH3:14])=[N:12][C:5]2=[N:6][C:7](Cl)=[C:8]([Cl:10])[N:9]=[C:4]2[CH:3]=1.Cl.[NH:16]1[CH2:19][CH:18]([N:20]([CH3:28])[C:21](=[O:27])[O:22][C:23]([CH3:26])([CH3:25])[CH3:24])[CH2:17]1.